This data is from Reaction yield outcomes from USPTO patents with 853,638 reactions. The task is: Predict the reaction yield, written as a fraction of the theoretical maximum amount of product (1.0 means a 100% yield; for example, 0.34 means a 34% yield). (1) The reactants are [NH2:1][C:2]1[S:3][C:4]2[C:10]([N:11]3[CH2:16][CH2:15][O:14][CH2:13][CH2:12]3)=[CH:9][CH:8]=[C:7]([O:17][CH3:18])[C:5]=2[N:6]=1.[C:19](Cl)(Cl)=[O:20].[NH:23]1[CH2:28][CH2:27][S:26][CH2:25][CH2:24]1. No catalyst specified. The product is [CH3:18][O:17][C:7]1[C:5]2[N:6]=[C:2]([NH:1][C:19]([N:23]3[CH2:28][CH2:27][S:26][CH2:25][CH2:24]3)=[O:20])[S:3][C:4]=2[C:10]([N:11]2[CH2:16][CH2:15][O:14][CH2:13][CH2:12]2)=[CH:9][CH:8]=1. The yield is 0.730. (2) The reactants are [Cl:1][C:2]1[CH:3]=[C:4]2[C:8](=[CH:9][CH:10]=1)[N:7]([C:11]1[N:15]([CH3:16])[N:14]=[C:13]([CH3:17])[C:12]=1/[CH:18]=[CH:19]/[C:20]([NH:22][S:23]([N:26]1[CH2:31][CH2:30][C:29](=[O:32])[CH2:28][CH2:27]1)(=[O:25])=[O:24])=[O:21])[CH:6]=[CH:5]2.[CH3:33][Mg]Br.[Cl-].[NH4+]. The catalyst is O1CCCC1. The product is [Cl:1][C:2]1[CH:3]=[C:4]2[C:8](=[CH:9][CH:10]=1)[N:7]([C:11]1[N:15]([CH3:16])[N:14]=[C:13]([CH3:17])[C:12]=1/[CH:18]=[CH:19]/[C:20]([NH:22][S:23]([N:26]1[CH2:27][CH2:28][C:29]([OH:32])([CH3:33])[CH2:30][CH2:31]1)(=[O:25])=[O:24])=[O:21])[CH:6]=[CH:5]2. The yield is 0.490.